Regression. Given a peptide amino acid sequence and an MHC pseudo amino acid sequence, predict their binding affinity value. This is MHC class II binding data. From a dataset of Peptide-MHC class II binding affinity with 134,281 pairs from IEDB. (1) The peptide sequence is NDKFTVFEGAFNKAI. The MHC is HLA-DPA10103-DPB10401 with pseudo-sequence HLA-DPA10103-DPB10401. The binding affinity (normalized) is 0.522. (2) The peptide sequence is DGTYDITKLGAKPDG. The MHC is HLA-DQA10501-DQB10301 with pseudo-sequence HLA-DQA10501-DQB10301. The binding affinity (normalized) is 0.0501.